Dataset: Full USPTO retrosynthesis dataset with 1.9M reactions from patents (1976-2016). Task: Predict the reactants needed to synthesize the given product. The reactants are: [NH2:1][C:2]1[C:3]2[N:4]([C:8]([C@H:20]3[CH2:25][CH2:24][C@H:23]([CH2:26][NH:27]C(=O)OCC4C=CC=CC=4)[CH2:22][CH2:21]3)=[N:9][C:10]=2[C:11]2[NH:12][C:13]3[C:18]([CH:19]=2)=[CH:17][CH:16]=[CH:15][CH:14]=3)[CH:5]=[CH:6][N:7]=1. Given the product [NH2:1][C:2]1[C:3]2[N:4]([C:8]([C@H:20]3[CH2:21][CH2:22][C@H:23]([CH2:26][NH2:27])[CH2:24][CH2:25]3)=[N:9][C:10]=2[C:11]2[NH:12][C:13]3[C:18]([CH:19]=2)=[CH:17][CH:16]=[CH:15][CH:14]=3)[CH:5]=[CH:6][N:7]=1, predict the reactants needed to synthesize it.